From a dataset of Forward reaction prediction with 1.9M reactions from USPTO patents (1976-2016). Predict the product of the given reaction. (1) The product is: [C:1]([C:5]1[CH:6]=[CH:7][C:8]([CH2:9][N:10]=[C:21]=[O:23])=[CH:11][CH:12]=1)([CH3:4])([CH3:2])[CH3:3]. Given the reactants [C:1]([C:5]1[CH:12]=[CH:11][C:8]([CH2:9][NH2:10])=[CH:7][CH:6]=1)([CH3:4])([CH3:3])[CH3:2].C(N(CC)CC)C.Cl[C:21](Cl)([O:23]C(=O)OC(Cl)(Cl)Cl)Cl.O, predict the reaction product. (2) Given the reactants [Br:1][C:2]1[CH:3]=[CH:4][C:5]([O:12][C:13]([CH3:17])(C)[C:14]#[CH:15])=[C:6]([CH:11]=1)[C:7]([O:9][CH3:10])=[O:8].[F-].[Cs+].[CH3:20]COCC, predict the reaction product. The product is: [Br:1][C:2]1[CH:11]=[C:6]([C:7]([O:9][CH3:10])=[O:8])[C:5]2[O:12][C:13]([CH:14]([CH3:15])[CH3:20])=[CH:17][C:4]=2[CH:3]=1. (3) Given the reactants [Cl:1][C:2]1[CH:7]=[CH:6][C:5]([N:8]=[C:9]=[S:10])=[CH:4][CH:3]=1.[N:11]1([C:17]2[C:21]3[CH:22]=[CH:23][CH:24]=[CH:25][C:20]=3[S:19][N:18]=2)[CH2:16][CH2:15][NH:14][CH2:13][CH2:12]1, predict the reaction product. The product is: [S:19]1[C:20]2[CH:25]=[CH:24][CH:23]=[CH:22][C:21]=2[C:17]([N:11]2[CH2:12][CH2:13][N:14]([C:9](=[S:10])[NH:8][C:5]3[CH:6]=[CH:7][C:2]([Cl:1])=[CH:3][CH:4]=3)[CH2:15][CH2:16]2)=[N:18]1. (4) Given the reactants [NH2:1][C:2]1[CH:7]=[CH:6][C:5]([C:8]2[C:16]3[C:11](=[CH:12][N:13]=[CH:14][CH:15]=3)[NH:10][C:9]=2[C:17]([NH2:19])=[O:18])=[CH:4][CH:3]=1.[F:20][C:21]1[CH:22]=[C:23]([N:27]=[C:28]=[O:29])[CH:24]=[CH:25][CH:26]=1, predict the reaction product. The product is: [F:20][C:21]1[CH:22]=[C:23]([NH:27][C:28](=[O:29])[NH:1][C:2]2[CH:3]=[CH:4][C:5]([C:8]3[C:16]4[C:11](=[CH:12][N:13]=[CH:14][CH:15]=4)[NH:10][C:9]=3[C:17]([NH2:19])=[O:18])=[CH:6][CH:7]=2)[CH:24]=[CH:25][CH:26]=1. (5) Given the reactants C(O)(C(F)(F)F)=O.C(OC([NH:15][C@@H:16]([C:22]([N:24]([CH:42]1[CH2:44][CH2:43]1)[CH2:25][C:26]([NH:28][CH2:29][C:30]1[CH:35]=[C:34]([Cl:36])[CH:33]=[CH:32][C:31]=1[N:37]1[CH:41]=[N:40][N:39]=[N:38]1)=[O:27])=[O:23])[CH2:17][C:18]([CH3:21])([CH3:20])[CH3:19])=O)(C)(C)C, predict the reaction product. The product is: [CH3:19][C:18]([CH3:21])([CH3:20])[CH2:17][C@H:16]([C:22]([N:24]([CH:42]1[CH2:44][CH2:43]1)[CH2:25][C:26]([NH:28][CH2:29][C:30]1[CH:35]=[C:34]([Cl:36])[CH:33]=[CH:32][C:31]=1[N:37]1[CH:41]=[N:40][N:39]=[N:38]1)=[O:27])=[O:23])[NH2:15]. (6) Given the reactants [C:1]([O:5][CH2:6][CH2:7][O:8][C:9]1[CH:33]=[CH:32][C:12]([C:13]([O:15][C:16]2[CH:21]=[CH:20][C:19]([O:22][C:23](=[O:31])[C:24]3[CH:29]=[CH:28][C:27](F)=[CH:26][CH:25]=3)=[CH:18][CH:17]=2)=[O:14])=[CH:11][CH:10]=1)(=[O:4])[CH:2]=[CH2:3].[CH3:34][O:35]C1C=CC(C(O)=O)=CC=1, predict the reaction product. The product is: [C:1]([O:5][CH2:6][CH2:7][O:8][C:9]1[CH:33]=[CH:32][C:12]([C:13]([O:15][C:16]2[CH:21]=[CH:20][C:19]([O:22][C:23](=[O:31])[C:24]3[CH:29]=[CH:28][C:27]([O:35][CH3:34])=[CH:26][CH:25]=3)=[CH:18][CH:17]=2)=[O:14])=[CH:11][CH:10]=1)(=[O:4])[CH:2]=[CH2:3]. (7) Given the reactants Cl.[Cl:2][C:3]1[CH:4]=[C:5]([C:11]2([C:28]([F:31])([F:30])[F:29])[CH2:15][C:14]([C:16]3[CH:17]=[C:18]4[C:22](=[CH:23][CH:24]=3)[C:21]3([CH2:27][NH:26][CH2:25]3)[O:20][CH2:19]4)=[N:13][CH2:12]2)[CH:6]=[C:7]([Cl:10])[C:8]=1[F:9].CCN(C(C)C)C(C)C.[C:41](O)(=[O:45])[CH:42]([CH3:44])[CH3:43].C(P1(=O)OP(CCC)(=O)OP(CCC)(=O)O1)CC, predict the reaction product. The product is: [Cl:10][C:7]1[CH:6]=[C:5]([C:11]2([C:28]([F:30])([F:29])[F:31])[CH2:15][C:14]([C:16]3[CH:17]=[C:18]4[C:22](=[CH:23][CH:24]=3)[C:21]3([CH2:25][N:26]([C:41](=[O:45])[CH:42]([CH3:44])[CH3:43])[CH2:27]3)[O:20][CH2:19]4)=[N:13][CH2:12]2)[CH:4]=[C:3]([Cl:2])[C:8]=1[F:9].